This data is from Full USPTO retrosynthesis dataset with 1.9M reactions from patents (1976-2016). The task is: Predict the reactants needed to synthesize the given product. (1) Given the product [Cl:23][C:24]1[CH:25]=[C:26]([NH:31][C:32]([N:17]2[CH2:18][CH2:19][N:14]([CH2:13][CH2:12][CH2:11][C:10]([N:8]3[CH2:7][CH2:6][C:3]4([CH2:5][CH2:4]4)[C@H:2]([OH:1])[CH2:9]3)=[O:22])[C:15](=[O:21])[C@@H:16]2[CH3:20])=[O:33])[CH:27]=[CH:28][C:29]=1[Cl:30], predict the reactants needed to synthesize it. The reactants are: [OH:1][C@@H:2]1[CH2:9][N:8]([C:10](=[O:22])[CH2:11][CH2:12][CH2:13][N:14]2[CH2:19][CH2:18][NH:17][C@@H:16]([CH3:20])[C:15]2=[O:21])[CH2:7][CH2:6][C:3]21[CH2:5][CH2:4]2.[Cl:23][C:24]1[CH:25]=[C:26]([N:31]=[C:32]=[O:33])[CH:27]=[CH:28][C:29]=1[Cl:30]. (2) Given the product [Br:7][C:4]1[CH:5]=[CH:6][N:2]([NH:1][C:28](=[O:29])[C@@H:27]([NH:26][C:24](=[O:25])[O:23][C:19]([CH3:21])([CH3:20])[CH3:22])[CH2:31][CH3:32])[C:3]=1[C:8](=[O:9])[NH:10][C:11]1[CH:16]=[C:15]([F:17])[CH:14]=[C:13]([F:18])[CH:12]=1, predict the reactants needed to synthesize it. The reactants are: [NH2:1][N:2]1[CH:6]=[CH:5][C:4]([Br:7])=[C:3]1[C:8]([NH:10][C:11]1[CH:16]=[C:15]([F:17])[CH:14]=[C:13]([F:18])[CH:12]=1)=[O:9].[C:19]([O:23][C:24]([NH:26][C@@H:27]([CH2:31][CH3:32])[C:28](O)=[O:29])=[O:25])([CH3:22])([CH3:21])[CH3:20].